Dataset: Forward reaction prediction with 1.9M reactions from USPTO patents (1976-2016). Task: Predict the product of the given reaction. (1) Given the reactants CC([CH:5]1[CH:10]([N:11]2[C:19]3[C:14](=[C:15]([C:26]([NH2:28])=[O:27])[CH:16]=[C:17]([C:20]4[CH:25]=[CH:24][CH:23]=[CH:22][CH:21]=4)[CH:18]=3)[CH:13]=[N:12]2)[CH2:9][CH2:8][CH2:7][N:6]1C([O-])=O)(C)C, predict the reaction product. The product is: [C:20]1([C:17]2[CH:16]=[C:15]([C:26]([NH2:28])=[O:27])[C:14]3[CH:13]=[N:12][N:11]([CH:10]4[CH2:9][CH2:8][CH2:7][NH:6][CH2:5]4)[C:19]=3[CH:18]=2)[CH:21]=[CH:22][CH:23]=[CH:24][CH:25]=1. (2) Given the reactants [Cl:1][C:2]1[CH:7]=[CH:6][CH:5]=[CH:4][C:3]=1B(O)O.Br[C:12]1[CH:13]=[C:14]([CH:18]([CH:25]2[CH2:27][CH2:26]2)[NH:19][S:20]([CH2:23][CH3:24])(=[O:22])=[O:21])[CH:15]=[N:16][CH:17]=1.C([O-])([O-])=O.[Na+].[Na+], predict the reaction product. The product is: [Cl:1][C:2]1[CH:7]=[CH:6][CH:5]=[CH:4][C:3]=1[C:12]1[CH:13]=[C:14]([CH:18]([CH:25]2[CH2:27][CH2:26]2)[NH:19][S:20]([CH2:23][CH3:24])(=[O:21])=[O:22])[CH:15]=[N:16][CH:17]=1. (3) Given the reactants [C:1]([C:3]1[CH:4]=[CH:5][C:6]2[O:10][CH2:9][CH:8](CCN)[C:7]=2[CH:14]=1)#[N:2].CC[N:17](CC)CC.[C:22]1([C:28]2[CH:36]=[CH:35][C:31]([C:32](Cl)=[O:33])=[CH:30][CH:29]=2)[CH:27]=[CH:26][CH:25]=[CH:24][CH:23]=1, predict the reaction product. The product is: [C:1]([C:3]1[CH:4]=[CH:5][C:6]2[O:10][CH2:9][CH:8]([C:35]3[CH:36]=[C:28]([C:22]4[CH:27]=[CH:26][CH:25]=[CH:24][CH:23]=4)[CH:29]=[CH:30][C:31]=3[C:32]([NH2:17])=[O:33])[C:7]=2[CH:14]=1)#[N:2]. (4) Given the reactants Br[C:2]1[C:3]([C:21]([F:24])([F:23])[F:22])=[N:4][N:5]([CH2:12][C:13]2[CH:18]=[CH:17][C:16]([O:19][CH3:20])=[CH:15][CH:14]=2)[C:6]=1[C:7]([O:9][CH2:10][CH3:11])=[O:8].C([Sn](CCCC)(CCCC)[C:30]([F:32])=[CH2:31])CCC, predict the reaction product. The product is: [F:32][C:30]([C:2]1[C:3]([C:21]([F:24])([F:23])[F:22])=[N:4][N:5]([CH2:12][C:13]2[CH:18]=[CH:17][C:16]([O:19][CH3:20])=[CH:15][CH:14]=2)[C:6]=1[C:7]([O:9][CH2:10][CH3:11])=[O:8])=[CH2:31]. (5) Given the reactants C(O[CH:6](N(C)C)[N:7]([CH3:9])[CH3:8])(C)(C)C.[C:13]([O:17][C:18]([NH:20][C@@:21]1([C:35]([O:37][C:38]([CH3:41])([CH3:40])[CH3:39])=[O:36])[CH2:26][C:25](=[O:27])[C@@H:24]2[C@H:22]1[C@H:23]2[C:28]([O:30][C:31]([CH3:34])([CH3:33])[CH3:32])=[O:29])=[O:19])([CH3:16])([CH3:15])[CH3:14], predict the reaction product. The product is: [C:13]([O:17][C:18]([NH:20][C@@:21]1([C:35]([O:37][C:38]([CH3:41])([CH3:40])[CH3:39])=[O:36])[C:26](=[CH:6][N:7]([CH3:9])[CH3:8])[C:25](=[O:27])[C@@H:24]2[C@H:22]1[C@H:23]2[C:28]([O:30][C:31]([CH3:32])([CH3:34])[CH3:33])=[O:29])=[O:19])([CH3:16])([CH3:14])[CH3:15]. (6) Given the reactants [NH:1]1[CH2:6][CH2:5][NH:4][CH2:3][CH2:2]1.Br[CH2:8][C:9]1[C:17]([F:18])=[C:16]([C:19]2[CH:24]=[CH:23][CH:22]=[C:21]([Cl:25])[CH:20]=2)[C:12]2[N:13]=[CH:14][S:15][C:11]=2[CH:10]=1.CS(C)=O, predict the reaction product. The product is: [Cl:25][C:21]1[CH:20]=[C:19]([C:16]2[C:12]3[N:13]=[CH:14][S:15][C:11]=3[CH:10]=[C:9]([CH2:8][N:1]3[CH2:6][CH2:5][NH:4][CH2:3][CH2:2]3)[C:17]=2[F:18])[CH:24]=[CH:23][CH:22]=1. (7) Given the reactants [CH3:1][O:2][C:3]1[CH:4]=[C:5]2[C:10](=[CH:11][C:12]=1[O:13][CH3:14])[N:9]=[CH:8][CH:7]=[C:6]2[O:15][C:16]1[CH:22]=[CH:21][C:19]([NH2:20])=[CH:18][CH:17]=1.ClC(Cl)(O[C:27](=[O:33])OC(Cl)(Cl)Cl)Cl.[CH2:35]([N:42]1[CH2:46][CH2:45][CH:44]([NH2:47])[CH2:43]1)[C:36]1[CH:41]=[CH:40][CH:39]=[CH:38][CH:37]=1.C(=O)([O-])O.[Na+], predict the reaction product. The product is: [CH2:35]([N:42]1[CH2:46][CH2:45][CH:44]([NH:47][C:27]([NH:20][C:19]2[CH:21]=[CH:22][C:16]([O:15][C:6]3[C:5]4[C:10](=[CH:11][C:12]([O:13][CH3:14])=[C:3]([O:2][CH3:1])[CH:4]=4)[N:9]=[CH:8][CH:7]=3)=[CH:17][CH:18]=2)=[O:33])[CH2:43]1)[C:36]1[CH:37]=[CH:38][CH:39]=[CH:40][CH:41]=1. (8) Given the reactants Br[C:2]1[CH:3]=[N:4][N:5]([CH:7]2[CH2:12][CH2:11][NH:10][CH2:9][C:8]2([F:14])[F:13])[CH:6]=1.C(=O)([O-])[O-].[K+].[K+].[CH3:21][N:22]1[CH:26]=[C:25]([C:27]2[CH:28]=[C:29]([C:33]3[N:38]=[CH:37][C:36](B4OC(C)(C)C(C)(C)O4)=[CH:35][N:34]=3)[CH:30]=[CH:31][CH:32]=2)[CH:24]=[N:23]1.ClCCl, predict the reaction product. The product is: [F:13][C:8]1([F:14])[CH:7]([N:5]2[CH:6]=[C:2]([C:36]3[CH:35]=[N:34][C:33]([C:29]4[CH:30]=[CH:31][CH:32]=[C:27]([C:25]5[CH:24]=[N:23][N:22]([CH3:21])[CH:26]=5)[CH:28]=4)=[N:38][CH:37]=3)[CH:3]=[N:4]2)[CH2:12][CH2:11][NH:10][CH2:9]1. (9) Given the reactants [Cl:1][C:2]1[CH:3]=[C:4]([C:12]2[S:16][C:15]([C:17]3[C:18]([CH2:25][CH3:26])=[C:19]([CH:22]=[CH:23][CH:24]=3)[CH:20]=O)=[N:14][N:13]=2)[CH:5]=[CH:6][C:7]=1[O:8][CH:9]([CH3:11])[CH3:10].[NH:27]1[CH2:32][CH2:31][CH:30]([C:33]([O:35][CH2:36][CH3:37])=[O:34])[CH2:29][CH2:28]1.C([O-])(=O)C.[Na+].CC(O)=O, predict the reaction product. The product is: [Cl:1][C:2]1[CH:3]=[C:4]([C:12]2[S:16][C:15]([C:17]3[C:18]([CH2:25][CH3:26])=[C:19]([CH2:20][N:27]4[CH2:32][CH2:31][CH:30]([C:33]([O:35][CH2:36][CH3:37])=[O:34])[CH2:29][CH2:28]4)[CH:22]=[CH:23][CH:24]=3)=[N:14][N:13]=2)[CH:5]=[CH:6][C:7]=1[O:8][CH:9]([CH3:11])[CH3:10].